Dataset: Forward reaction prediction with 1.9M reactions from USPTO patents (1976-2016). Task: Predict the product of the given reaction. (1) Given the reactants [C:1]1([C:7]2([CH2:12]OS(C)(=O)=O)[CH2:11][CH2:10][CH2:9][CH2:8]2)[CH:6]=[CH:5][CH:4]=[CH:3][CH:2]=1.[C-:18]#[N:19].[Na+], predict the reaction product. The product is: [C:1]1([C:7]2([CH2:12][C:18]#[N:19])[CH2:11][CH2:10][CH2:9][CH2:8]2)[CH:6]=[CH:5][CH:4]=[CH:3][CH:2]=1. (2) Given the reactants C([O:3][C:4](=[O:28])[C:5]([O:15][C:16]1[CH:21]=[CH:20][C:19]([CH:22]2[CH2:27][CH2:26][CH2:25][CH2:24][CH2:23]2)=[CH:18][CH:17]=1)([CH3:14])[CH2:6][C:7]1[CH:12]=[CH:11][C:10]([OH:13])=[CH:9][CH:8]=1)C.[CH3:29][C:30]1O[C:33]([C:35]2[CH:40]=[CH:39][C:38]([C:41]3[CH:46]=[CH:45][CH:44]=[CH:43][CH:42]=3)=[CH:37][CH:36]=2)=[N:32][C:31]=1[CH2:47][CH2:48]OS(C1C=CC(C)=CC=1)(=O)=O.C([O-])([O-])=O.[K+].[K+].[OH-:66].[Na+], predict the reaction product. The product is: [C:38]1([C:41]2[CH:42]=[CH:43][CH:44]=[CH:45][CH:46]=2)[CH:37]=[CH:36][C:35]([C:33]2[O:66][C:30]([CH3:29])=[C:31]([CH2:47][CH2:48][O:13][C:10]3[CH:9]=[CH:8][C:7]([CH2:6][C:5]([O:15][C:16]4[CH:17]=[CH:18][C:19]([CH:22]5[CH2:23][CH2:24][CH2:25][CH2:26][CH2:27]5)=[CH:20][CH:21]=4)([CH3:14])[C:4]([OH:3])=[O:28])=[CH:12][CH:11]=3)[N:32]=2)=[CH:40][CH:39]=1. (3) Given the reactants [C:1]([C:3]1[CH:8]=[CH:7][CH:6]=[CH:5][C:4]=1[NH:9][CH:10]1[CH2:15][CH2:14][N:13]([C:16]([O:18][C:19]([CH3:22])([CH3:21])[CH3:20])=[O:17])[CH2:12][CH2:11]1)#[N:2].[OH-:23].[Na+].OO, predict the reaction product. The product is: [NH2:2][C:1]([C:3]1[CH:8]=[CH:7][CH:6]=[CH:5][C:4]=1[NH:9][CH:10]1[CH2:15][CH2:14][N:13]([C:16]([O:18][C:19]([CH3:22])([CH3:21])[CH3:20])=[O:17])[CH2:12][CH2:11]1)=[O:23].